Dataset: Full USPTO retrosynthesis dataset with 1.9M reactions from patents (1976-2016). Task: Predict the reactants needed to synthesize the given product. Given the product [Cl:1][C:2]1[CH:7]=[CH:6][C:5]([NH:8][C:9](=[O:15])[C:10]([OH:12])=[O:11])=[CH:4][C:3]=1[F:16], predict the reactants needed to synthesize it. The reactants are: [Cl:1][C:2]1[CH:7]=[CH:6][C:5]([NH:8][C:9](=[O:15])[C:10]([O:12]CC)=[O:11])=[CH:4][C:3]=1[F:16].[OH-].[Na+].CCO.Cl.